Dataset: Forward reaction prediction with 1.9M reactions from USPTO patents (1976-2016). Task: Predict the product of the given reaction. Given the reactants [OH:1][CH2:2][C@H:3]1[N:13]2[C:14]3[N:5]([C:6](=[O:17])[CH2:7][CH:8]([CH3:16])[C:9]=3[CH:10]=[CH:11][C:12]2=[O:15])[CH2:4]1.C(N(CC)CC)C.[CH3:25][S:26](Cl)(=[O:28])=[O:27], predict the reaction product. The product is: [CH3:25][S:26]([O:1][CH2:2][C@H:3]1[N:13]2[C:14]3[N:5]([C:6](=[O:17])[CH2:7][CH:8]([CH3:16])[C:9]=3[CH:10]=[CH:11][C:12]2=[O:15])[CH2:4]1)(=[O:28])=[O:27].